Dataset: NCI-60 drug combinations with 297,098 pairs across 59 cell lines. Task: Regression. Given two drug SMILES strings and cell line genomic features, predict the synergy score measuring deviation from expected non-interaction effect. Drug 1: CC1=C(C(=CC=C1)Cl)NC(=O)C2=CN=C(S2)NC3=CC(=NC(=N3)C)N4CCN(CC4)CCO. Drug 2: CC1CCCC2(C(O2)CC(NC(=O)CC(C(C(=O)C(C1O)C)(C)C)O)C(=CC3=CSC(=N3)C)C)C. Cell line: ACHN. Synergy scores: CSS=43.7, Synergy_ZIP=-4.94, Synergy_Bliss=-4.79, Synergy_Loewe=-2.47, Synergy_HSA=0.435.